The task is: Predict the reactants needed to synthesize the given product.. This data is from Full USPTO retrosynthesis dataset with 1.9M reactions from patents (1976-2016). (1) Given the product [N:60]([C:63]1[CH:91]=[CH:90][CH:89]=[CH:88][C:64]=1[CH2:65][O:66][C:67]([NH:69][CH2:70][CH2:71][CH2:72][C@@H:73]([NH:80][C:81]([O:83][C:84]([CH3:86])([CH3:87])[CH3:85])=[O:82])[C:74]([O:40][C@H:39]1[C@@H:38]([OH:41])[C@H:37]([N:42]2[CH:50]=[N:49][C:48]3[C:43]2=[N:44][CH:45]=[N:46][C:47]=3[NH2:51])[O:36][C@H:35]1[CH2:34][O:33][P:30]([O:29][C@H:28]1[CH2:27][C@H:26]([N:52]2[CH:57]=[CH:56][C:55]([NH2:58])=[N:54][C:53]2=[O:59])[O:25][C@@H:24]1[CH2:23][O:22][P:18]([OH:21])([OH:20])=[O:19])([OH:32])=[O:31])=[O:75])=[O:68])=[N+:61]=[N-:62], predict the reactants needed to synthesize it. The reactants are: C([N+](CCCC)(CCCC)CCCC)CCC.[P:18]([O:22][CH2:23][C@@H:24]1[C@@H:28]([O:29][P:30]([O:33][CH2:34][C@@H:35]2[C@@H:39]([OH:40])[C@@H:38]([OH:41])[C@H:37]([N:42]3[CH:50]=[N:49][C:48]4[C:43]3=[N:44][CH:45]=[N:46][C:47]=4[NH2:51])[O:36]2)([OH:32])=[O:31])[CH2:27][C@H:26]([N:52]2[CH:57]=[CH:56][C:55]([NH2:58])=[N:54][C:53]2=[O:59])[O:25]1)([OH:21])([OH:20])=[O:19].[N:60]([C:63]1[CH:91]=[CH:90][CH:89]=[CH:88][C:64]=1[CH2:65][O:66][C:67]([NH:69][CH2:70][CH2:71][CH2:72][C@H:73]([NH:80][C:81]([O:83][C:84]([CH3:87])([CH3:86])[CH3:85])=[O:82])[C:74](OCC#N)=[O:75])=[O:68])=[N+:61]=[N-:62]. (2) The reactants are: C([O:3][CH2:4][CH2:5][O:6][NH:7][C:8]([C:10]1[C:11]([NH:19][C:20]2[CH:25]=[CH:24][C:23]([Br:26])=[CH:22][C:21]=2[F:27])=[C:12]2[C:16](=[CH:17][CH:18]=1)[NH:15][N:14]=[CH:13]2)=[O:9])=C.Cl. Given the product [OH:3][CH2:4][CH2:5][O:6][NH:7][C:8]([C:10]1[C:11]([NH:19][C:20]2[CH:25]=[CH:24][C:23]([Br:26])=[CH:22][C:21]=2[F:27])=[C:12]2[C:16](=[CH:17][CH:18]=1)[NH:15][N:14]=[CH:13]2)=[O:9], predict the reactants needed to synthesize it. (3) Given the product [ClH:1].[NH2:9][C:4]1[CH:5]=[C:6]([Cl:8])[CH:7]=[C:2]([Cl:1])[C:3]=1[OH:12], predict the reactants needed to synthesize it. The reactants are: [Cl:1][C:2]1[CH:7]=[C:6]([Cl:8])[CH:5]=[C:4]([N+:9]([O-])=O)[C:3]=1[OH:12].C(O)C.O.[Cl-].[NH4+]. (4) Given the product [C:1]([O:5][C:6](=[O:17])[N:7]([C:9]1[C:14]([F:15])=[CH:13][C:12]([C:19]2[O:18][C:22]3[CH:23]=[CH:24][C:25]([O:39][CH3:38])=[CH:26][C:21]=3[CH:20]=2)=[CH:11][N:10]=1)[CH3:8])([CH3:4])([CH3:3])[CH3:2], predict the reactants needed to synthesize it. The reactants are: [C:1]([O:5][C:6](=[O:17])[N:7]([C:9]1[C:14]([F:15])=[CH:13][C:12](Br)=[CH:11][N:10]=1)[CH3:8])([CH3:4])([CH3:3])[CH3:2].[O:18]1[C:22]2[CH:23]=[CH:24][CH:25]=[CH:26][C:21]=2[CH:20]=[C:19]1B(O)O.CCN(CC)CC.C[CH2:38][OH:39].